Predict the reaction yield, written as a fraction of the theoretical maximum amount of product (1.0 means a 100% yield; for example, 0.34 means a 34% yield). From a dataset of Reaction yield outcomes from USPTO patents with 853,638 reactions. (1) The reactants are Br[C:2]1[C:3]([C:24]#[N:25])=[C:4]([C:18]2[CH:23]=[CH:22][N:21]=[N:20][CH:19]=2)[S:5][C:6]=1[C:7]1[N:11]=[CH:10][N:9]([CH:12]2[CH2:17][CH2:16][CH2:15][CH2:14][O:13]2)[N:8]=1.[Br-].[CH:27]1[C:36]2[C:31](=[CH:32][CH:33]=[CH:34][CH:35]=2)[CH:30]=[CH:29][C:28]=1[CH2:37][Zn+].O1CCCC1. The product is [CH:27]1[C:36]2[C:31](=[CH:32][CH:33]=[CH:34][CH:35]=2)[CH:30]=[CH:29][C:28]=1[CH2:37][C:2]1[C:3]([C:24]#[N:25])=[C:4]([C:18]2[CH:23]=[CH:22][N:21]=[N:20][CH:19]=2)[S:5][C:6]=1[C:7]1[N:11]=[CH:10][N:9]([CH:12]2[CH2:17][CH2:16][CH2:15][CH2:14][O:13]2)[N:8]=1. The catalyst is CC(C)([P](C(C)(C)C)([Pd][P](C(C)(C)C)(C(C)(C)C)C(C)(C)C)C(C)(C)C)C. The yield is 0.720. (2) The reactants are [CH2:1]([C:3]1[C:8](=[O:9])[NH:7][C:6]([CH3:10])=[C:5]([C:11]2[S:15][C:14]([S:16](Cl)(=[O:18])=[O:17])=[CH:13][CH:12]=2)[CH:4]=1)[CH3:2].[OH:20][CH:21]([C:25]1[CH:30]=[CH:29][CH:28]=[CH:27][CH:26]=1)[CH2:22][NH:23][CH3:24]. No catalyst specified. The product is [OH:20][CH:21]([C:25]1[CH:30]=[CH:29][CH:28]=[CH:27][CH:26]=1)[CH2:22][N:23]([CH3:24])[S:16]([C:14]1[S:15][C:11]([C:5]2[CH:4]=[C:3]([CH2:1][CH3:2])[C:8](=[O:9])[NH:7][C:6]=2[CH3:10])=[CH:12][CH:13]=1)(=[O:18])=[O:17]. The yield is 0.580. (3) The reactants are [ClH:1].CC1C=C(OS(C2C=CC=CC=2S(N2CCN(CC3C=CC=CC=3)CC2)(=O)=O)(=O)=O)C=C(C=1)OCCCO[NH:13][C:14]([NH2:16])=[NH:15].C(OC(N(OCCC[O:66][C:67]1C=C(C)C=[C:69]([O:74][S:75]([C:78]2[CH:83]=[CH:82][CH:81]=[CH:80][C:79]=2[S:84]([N:87]2[CH2:92][CH2:91][N:90]([CH2:93][C:94]3[CH:99]=[CH:98][CH:97]=[CH:96][CH:95]=3)[CH2:89][CH2:88]2)(=[O:86])=[O:85])(=[O:77])=[O:76])[CH:68]=1)C(NC(OC(C)(C)C)=O)=N)=O)(C)(C)C.[C:100](C(=CC1C=CC(O)=CC=1)C(O)=O)#N. No catalyst specified. The product is [ClH:1].[CH3:100][C:82]1[CH:81]=[CH:80][C:79]([S:84]([N:87]2[CH2:88][CH2:89][N:90]([CH2:93][C:94]3[CH:99]=[CH:98][CH:97]=[CH:96][CH:95]=3)[CH2:91][CH2:92]2)(=[O:85])=[O:86])=[C:78]([S:75]([O:74][CH2:69][CH2:68][CH2:67][O:66][NH:15][C:14]([NH2:16])=[NH:13])(=[O:76])=[O:77])[CH:83]=1. The yield is 1.00. (4) The reactants are [F:1][C:2]1[CH:7]=[CH:6][C:5]([C:8]2[C:17]([N:18]3[CH2:23][CH2:22][NH:21][CH2:20][CH2:19]3)=[N:16][C:15]3[C:10](=[CH:11][CH:12]=[C:13]([C:24]([O:26][CH3:27])=[O:25])[CH:14]=3)[N:9]=2)=[CH:4][CH:3]=1.CCN(CC)CC.[C:35](Cl)(=[O:42])[C:36]1[CH:41]=[CH:40][CH:39]=[CH:38][CH:37]=1. The catalyst is ClCCl. The product is [C:35]([N:21]1[CH2:22][CH2:23][N:18]([C:17]2[C:8]([C:5]3[CH:6]=[CH:7][C:2]([F:1])=[CH:3][CH:4]=3)=[N:9][C:10]3[C:15]([N:16]=2)=[CH:14][C:13]([C:24]([O:26][CH3:27])=[O:25])=[CH:12][CH:11]=3)[CH2:19][CH2:20]1)(=[O:42])[C:36]1[CH:41]=[CH:40][CH:39]=[CH:38][CH:37]=1. The yield is 0.560. (5) The reactants are [F:1][C:2]1[C:7]2[N:8]=[C:9]([C:11]3[CH:12]=[C:13]([C:19]4[C:20]([N:39]([CH3:44])[S:40]([CH3:43])(=[O:42])=[O:41])=[CH:21][C:22]5[O:26][C:25]([C:27]6[CH:32]=[CH:31][C:30]([F:33])=[CH:29][CH:28]=6)=[C:24]([C:34]([NH:36][CH3:37])=[O:35])[C:23]=5[CH:38]=4)[CH:14]=[C:15]([CH:17]=[O:18])[CH:16]=3)[O:10][C:6]=2[CH:5]=[CH:4][CH:3]=1.[O:45]1CCOCC1.[O-]Cl=O.[Na+].C(Cl)Cl. The catalyst is C(O)C(C)C.O. The product is [F:1][C:2]1[C:7]2[N:8]=[C:9]([C:11]3[CH:16]=[C:15]([CH:14]=[C:13]([C:19]4[C:20]([N:39]([CH3:44])[S:40]([CH3:43])(=[O:42])=[O:41])=[CH:21][C:22]5[O:26][C:25]([C:27]6[CH:32]=[CH:31][C:30]([F:33])=[CH:29][CH:28]=6)=[C:24]([C:34](=[O:35])[NH:36][CH3:37])[C:23]=5[CH:38]=4)[CH:12]=3)[C:17]([OH:45])=[O:18])[O:10][C:6]=2[CH:5]=[CH:4][CH:3]=1. The yield is 0.530.